Dataset: Full USPTO retrosynthesis dataset with 1.9M reactions from patents (1976-2016). Task: Predict the reactants needed to synthesize the given product. (1) Given the product [OH:1][C:2]1[CH:10]=[CH:9][C:8]([O:11][CH3:12])=[CH:7][C:3]=1[C:4]([O:6][CH2:15][C:16]1[CH:21]=[CH:20][CH:19]=[CH:18][CH:17]=1)=[O:5], predict the reactants needed to synthesize it. The reactants are: [OH:1][C:2]1[CH:10]=[CH:9][C:8]([O:11][CH3:12])=[CH:7][C:3]=1[C:4]([OH:6])=[O:5].[H-].[Na+].[CH2:15](Br)[C:16]1[CH:21]=[CH:20][CH:19]=[CH:18][CH:17]=1.O. (2) Given the product [F:1][C:2]1[CH:3]=[C:4]([C:5]([N:7]2[CH2:11][CH2:10][C:9]([C:12]3[CH:13]=[C:14]([CH3:15])[CH:17]=[CH:18][CH:19]=3)=[N:8]2)=[O:6])[CH:20]=[CH:21][CH:22]=1, predict the reactants needed to synthesize it. The reactants are: [F:1][C:2]1[CH:3]=[C:4]([CH:20]=[CH:21][CH:22]=1)[C:5]([N:7]1[CH2:11][CH2:10][C:9]([C:12]2[CH:13]=[C:14]([CH:17]=[CH:18][CH:19]=2)[C:15]#N)=[N:8]1)=[O:6].CCOC(C)=O. (3) The reactants are: C([O-])(=O)C.[Na+].CCO.[CH3:9][O:10][C:11]1[CH:16]=[CH:15][C:14]([NH:17][NH2:18])=[CH:13][CH:12]=1.[Cl:19][C:20]1[N:25]=[C:24](Cl)[CH:23]=[C:22]([Cl:27])[N:21]=1. Given the product [Cl:19][C:20]1[N:21]=[C:22]([Cl:27])[CH:23]=[C:24]([N:17]([C:14]2[CH:15]=[CH:16][C:11]([O:10][CH3:9])=[CH:12][CH:13]=2)[NH2:18])[N:25]=1, predict the reactants needed to synthesize it. (4) Given the product [CH3:18][NH:20][C@H:21]1[CH2:26][CH2:25][C@H:24]([CH2:27][OH:28])[CH2:23][CH2:22]1, predict the reactants needed to synthesize it. The reactants are: COCCO[AlH2-]OCCOC.[Na+].C(O[C:18]([NH:20][C@H:21]1[CH2:26][CH2:25][C@H:24]([C:27](O)=[O:28])[CH2:23][CH2:22]1)=O)(C)(C)C.